This data is from Full USPTO retrosynthesis dataset with 1.9M reactions from patents (1976-2016). The task is: Predict the reactants needed to synthesize the given product. (1) Given the product [CH3:1][N:2]1[C:10]2[C:5](=[CH:6][CH:7]=[CH:8][CH:9]=2)[C:4]([C:18]([C:17]2[CH:21]=[CH:22][C:14]([O:13][CH3:12])=[CH:15][CH:16]=2)=[O:19])=[C:3]1[CH3:11], predict the reactants needed to synthesize it. The reactants are: [CH3:1][N:2]1[C:10]2[C:5](=[CH:6][CH:7]=[CH:8][CH:9]=2)[CH:4]=[C:3]1[CH3:11].[CH3:12][O:13][C:14]1[CH:22]=[CH:21][C:17]([C:18](Cl)=[O:19])=[CH:16][CH:15]=1.[Sn](Cl)(Cl)(Cl)Cl. (2) Given the product [C:2]1([CH3:12])[CH:3]=[CH:4][C:5]([S:8]([OH:11])(=[O:9])=[O:10])=[CH:6][CH:7]=1.[OH:13][C@H:14]([C:38]1[CH:43]=[CH:42][C:41]([OH:44])=[CH:40][CH:39]=1)[C@@H:15]([NH:17][CH2:18][CH2:19][O:20][C:21]1[C:26]([CH3:27])=[CH:25][C:24]([C:28]2[CH:33]=[CH:32][C:31]([C:34]([OH:36])=[O:35])=[CH:30][CH:29]=2)=[CH:23][C:22]=1[CH3:37])[CH3:16], predict the reactants needed to synthesize it. The reactants are: O.[C:2]1([CH3:12])[CH:7]=[CH:6][C:5]([S:8]([OH:11])(=[O:10])=[O:9])=[CH:4][CH:3]=1.[OH:13][C@H:14]([C:38]1[CH:43]=[CH:42][C:41]([OH:44])=[CH:40][CH:39]=1)[C@@H:15]([NH:17][CH2:18][CH2:19][O:20][C:21]1[C:26]([CH3:27])=[CH:25][C:24]([C:28]2[CH:33]=[CH:32][C:31]([C:34]([OH:36])=[O:35])=[CH:30][CH:29]=2)=[CH:23][C:22]=1[CH3:37])[CH3:16].